From a dataset of Forward reaction prediction with 1.9M reactions from USPTO patents (1976-2016). Predict the product of the given reaction. (1) Given the reactants [N:1]1[CH:6]=[CH:5][C:4]([C:7]2([CH2:12][C:13]([OH:15])=O)[NH:11][CH:10]=[CH:9][S:8]2)=[CH:3][CH:2]=1.[NH2:16][C:17]1[CH:24]=[CH:23][CH:22]=[CH:21][C:18]=1[CH:19]=[O:20].C(Cl)CCl.CCN(C(C)C)C(C)C.ON1C2N=CC=CC=2N=N1, predict the reaction product. The product is: [CH:19]([C:18]1[CH:21]=[CH:22][CH:23]=[CH:24][C:17]=1[NH:16][C:13](=[O:15])[CH2:12][C:7]1([C:4]2[CH:3]=[CH:2][N:1]=[CH:6][CH:5]=2)[NH:11][CH:10]=[CH:9][S:8]1)=[O:20]. (2) Given the reactants [OH:1][C:2]1([C:15]([N:17]2[CH2:24][CH2:23][CH2:22][C@H:18]2[C:19](O)=[O:20])=[O:16])[C:14]2[CH:13]=[CH:12][CH:11]=[CH:10][C:9]=2[C:8]2[C:3]1=[CH:4][CH:5]=[CH:6][CH:7]=2.[N:25]1[N:26]=[CH:27][N:28]([C:30]2[CH:35]=[CH:34][CH:33]=[CH:32][C:31]=2[CH2:36][NH2:37])[CH:29]=1.CN([P+](ON1N=NC2C=CC=CC1=2)(N(C)C)N(C)C)C.F[P-](F)(F)(F)(F)F.CN1CCOCC1, predict the reaction product. The product is: [OH:1][C:2]1([C:15]([N:17]2[CH2:24][CH2:23][CH2:22][C@H:18]2[C:19]([NH:37][CH2:36][C:31]2[CH:32]=[CH:33][CH:34]=[CH:35][C:30]=2[N:28]2[CH:29]=[N:25][N:26]=[CH:27]2)=[O:20])=[O:16])[C:14]2[CH:13]=[CH:12][CH:11]=[CH:10][C:9]=2[C:8]2[C:3]1=[CH:4][CH:5]=[CH:6][CH:7]=2. (3) Given the reactants [C:1]([O:5][C:6]([N:8]([CH3:34])[C:9]1[CH:14]=[CH:13][C:12]([C:15]2[C:16]([C:28]3[CH:33]=[CH:32][CH:31]=[CH:30][CH:29]=3)=[N:17][C:18]3[C:23]([N:24]=2)=[CH:22][C:21]([C:25]([OH:27])=[O:26])=[CH:20][CH:19]=3)=[CH:11][CH:10]=1)=[O:7])([CH3:4])([CH3:3])[CH3:2].[C:35]([O-])([O-])=O.[K+].[K+].CI, predict the reaction product. The product is: [C:1]([O:5][C:6]([N:8]([CH3:34])[C:9]1[CH:10]=[CH:11][C:12]([C:15]2[C:16]([C:28]3[CH:33]=[CH:32][CH:31]=[CH:30][CH:29]=3)=[N:17][C:18]3[C:23]([N:24]=2)=[CH:22][C:21]([C:25]([O:27][CH3:35])=[O:26])=[CH:20][CH:19]=3)=[CH:13][CH:14]=1)=[O:7])([CH3:4])([CH3:3])[CH3:2]. (4) The product is: [CH2:1]([NH:3][C:4](=[O:27])[O:5][C:6]1[C:7]([CH3:26])=[C:8]2[N:13]([CH:14]=1)[N:12]=[CH:11][N:10]=[C:9]2[O:15][C:16]1[CH:21]=[CH:20][C:19]([NH2:22])=[CH:18][C:17]=1[F:25])[CH3:2]. Given the reactants [CH2:1]([NH:3][C:4](=[O:27])[O:5][C:6]1[C:7]([CH3:26])=[C:8]2[N:13]([CH:14]=1)[N:12]=[CH:11][N:10]=[C:9]2[O:15][C:16]1[CH:21]=[CH:20][C:19]([N+:22]([O-])=O)=[CH:18][C:17]=1[F:25])[CH3:2].[NH4+].[Cl-], predict the reaction product. (5) Given the reactants Br[C:2]1[N:7]=[C:6]([N:8]([CH3:19])[C:9]([NH:11][CH2:12][CH2:13][CH2:14][CH2:15][CH2:16][CH2:17][CH3:18])=[O:10])[CH:5]=[CH:4][CH:3]=1.[CH2:20]([O:22][C@@H:23]([CH2:28][C:29]1[CH:34]=[CH:33][C:32](B2OC(C)(C)C(C)(C)O2)=[CH:31][CH:30]=1)[C:24]([O:26][CH3:27])=[O:25])[CH3:21].[F-].[Cs+], predict the reaction product. The product is: [CH2:20]([O:22][C@@H:23]([CH2:28][C:29]1[CH:34]=[CH:33][C:32]([C:2]2[CH:3]=[CH:4][CH:5]=[C:6]([N:8]([CH3:19])[C:9]([NH:11][CH2:12][CH2:13][CH2:14][CH2:15][CH2:16][CH2:17][CH3:18])=[O:10])[N:7]=2)=[CH:31][CH:30]=1)[C:24]([O:26][CH3:27])=[O:25])[CH3:21]. (6) The product is: [C:19]([O:18][C:16]([NH:15][CH2:14][C:11]1[CH:10]=[C:5]([C:6]([OH:8])=[O:7])[C:4](=[CH:13][CH:12]=1)[C:3]([OH:23])=[O:2])=[O:17])([CH3:22])([CH3:20])[CH3:21]. Given the reactants C[O:2][C:3](=[O:23])[C:4]1[C:5](=[CH:10][C:11]([CH2:14][NH:15][C:16]([O:18][C:19]([CH3:22])([CH3:21])[CH3:20])=[O:17])=[CH:12][CH:13]=1)[C:6]([O:8]C)=[O:7].[OH-].[Na+].Cl, predict the reaction product. (7) Given the reactants C(OC([NH:8][CH2:9][C:10]([O:12][C:13]1([CH2:16][CH2:17][CH2:18][O:19][C:20]2[CH:29]=[C:28]3[C:23]([C:24]([O:30][C:31]4[CH:36]=[CH:35][C:34]([NH:37][C:38]([C:40]5[C:44](=[O:45])[N:43]([C:46]6[CH:51]=[CH:50][CH:49]=[CH:48][CH:47]=6)[N:42]([CH3:52])[C:41]=5[CH3:53])=[O:39])=[CH:33][C:32]=4[F:54])=[CH:25][CH:26]=[N:27]3)=[CH:22][CH:21]=2)[CH2:15][CH2:14]1)=[O:11])=O)(C)(C)C.[ClH:55].CCOC(C)=O, predict the reaction product. The product is: [ClH:55].[NH2:8][CH2:9][C:10]([O:12][C:13]1([CH2:16][CH2:17][CH2:18][O:19][C:20]2[CH:29]=[C:28]3[C:23]([C:24]([O:30][C:31]4[CH:36]=[CH:35][C:34]([NH:37][C:38]([C:40]5[C:44](=[O:45])[N:43]([C:46]6[CH:51]=[CH:50][CH:49]=[CH:48][CH:47]=6)[N:42]([CH3:52])[C:41]=5[CH3:53])=[O:39])=[CH:33][C:32]=4[F:54])=[CH:25][CH:26]=[N:27]3)=[CH:22][CH:21]=2)[CH2:14][CH2:15]1)=[O:11].